From a dataset of Forward reaction prediction with 1.9M reactions from USPTO patents (1976-2016). Predict the product of the given reaction. (1) Given the reactants [F:1][C:2]1[CH:7]=[CH:6][C:5]([CH:8]2[C:16]3[C:11](=[CH:12][CH:13]=[CH:14][C:15]=3[O:17][CH3:18])[C:10](=[O:19])[O:9]2)=[CH:4][CH:3]=1.OS(O)(=O)=O.[N+:25]([O-])([OH:27])=[O:26].O, predict the reaction product. The product is: [F:1][C:2]1[CH:3]=[CH:4][C:5]([CH:8]2[C:16]3[C:11](=[C:12]([N+:25]([O-:27])=[O:26])[CH:13]=[CH:14][C:15]=3[O:17][CH3:18])[C:10](=[O:19])[O:9]2)=[CH:6][CH:7]=1. (2) The product is: [CH2:1]([O:3][C:4](=[O:11])[C@@H:5]1[CH2:9][CH2:8][C:7](=[O:10])[N:6]1[C:17]([O:16][C:12]([CH3:15])([CH3:14])[CH3:13])=[O:18])[CH3:2]. Given the reactants [CH2:1]([O:3][C:4](=[O:11])[C@@H:5]1[CH2:9][CH2:8][C:7](=[O:10])[NH:6]1)[CH3:2].[C:12]([O:16][C:17](O[C:17]([O:16][C:12]([CH3:15])([CH3:14])[CH3:13])=[O:18])=[O:18])([CH3:15])([CH3:14])[CH3:13], predict the reaction product. (3) Given the reactants [OH:1][C:2]1[C:7]([N+:8]([O-])=O)=[CH:6][C:5]([C:11]([F:14])([F:13])[F:12])=[CH:4][N:3]=1.[H][H], predict the reaction product. The product is: [NH2:8][C:7]1[C:2]([OH:1])=[N:3][CH:4]=[C:5]([C:11]([F:14])([F:12])[F:13])[CH:6]=1. (4) Given the reactants [CH:1]1([CH2:7][O:8][C:9]2[S:13][C:12]([C:14](=[O:18])[CH2:15][C:16]#[N:17])=[CH:11][CH:10]=2)[CH2:6][CH2:5][CH2:4][CH2:3][CH2:2]1.[NH4+].[Cl-], predict the reaction product. The product is: [CH:1]1([CH2:7][O:8][C:9]2[S:13][C:12]([C@H:14]([OH:18])[CH2:15][C:16]#[N:17])=[CH:11][CH:10]=2)[CH2:2][CH2:3][CH2:4][CH2:5][CH2:6]1. (5) Given the reactants [CH2:1]([O:3][C:4]([C:6]1[N:7]=[C:8](Cl)[O:9][CH:10]=1)=[O:5])[CH3:2].[F:12][C:13]1[CH:14]=[C:15](B(O)O)[CH:16]=[CH:17][C:18]=1[S:19]([CH3:22])(=[O:21])=[O:20], predict the reaction product. The product is: [CH2:1]([O:3][C:4]([C:6]1[N:7]=[C:8]([C:15]2[CH:16]=[CH:17][C:18]([S:19]([CH3:22])(=[O:20])=[O:21])=[C:13]([F:12])[CH:14]=2)[O:9][CH:10]=1)=[O:5])[CH3:2]. (6) Given the reactants [C:1](#[N:8])[C:2]1[CH:7]=[CH:6][CH:5]=[CH:4][CH:3]=1.C(=O)(O)[O-].[Na+].Br[CH:15]([CH3:20])[C:16]([O:18][CH3:19])=[O:17].[CH3:21]CO[C:24]([CH3:26])=O.C[N:28]([CH:30]=O)C, predict the reaction product. The product is: [C:1]([C:2]1[CH:7]=[CH:6][C:5]([C@H:24]([NH:28][C@@H:15]([C:16]([O:18][CH3:19])=[O:17])[CH3:20])[CH3:26])=[CH:4][CH:3]=1)#[N:8].[C:1]([C:2]1[CH:7]=[CH:6][C:5]([C@H:30]([NH:28][C@H:15]([C:16]([O:18][CH3:19])=[O:17])[CH3:20])[CH3:21])=[CH:4][CH:3]=1)#[N:8]. (7) Given the reactants Cl.FC1C=C(C=CC=1)CN1C=C(C2C3C(=NC=C(C4C=CC(C5CCNCC5)=CC=4)C=3)N(S(C3C=CC(C)=CC=3)(=O)=O)C=2)C=N1.[CH3:46][N:47]1[CH2:52][CH2:51][N:50]([C:53]2[N:58]=[CH:57][C:56]([C:59]3[CH:60]=[C:61]4[C:67]([C:68]5[CH:69]=[N:70][N:71]([CH2:73][CH2:74][C:75]6[CH:80]=[CH:79][CH:78]=[CH:77][CH:76]=6)[CH:72]=5)=[CH:66][N:65](S(C5C=CC(C)=CC=5)(=O)=O)[C:62]4=[N:63][CH:64]=3)=[CH:55][CH:54]=2)[CH2:49][CH2:48]1.[OH-].[Li+], predict the reaction product. The product is: [CH3:46][N:47]1[CH2:48][CH2:49][N:50]([C:53]2[N:58]=[CH:57][C:56]([C:59]3[CH:60]=[C:61]4[C:67]([C:68]5[CH:69]=[N:70][N:71]([CH2:73][CH2:74][C:75]6[CH:80]=[CH:79][CH:78]=[CH:77][CH:76]=6)[CH:72]=5)=[CH:66][NH:65][C:62]4=[N:63][CH:64]=3)=[CH:55][CH:54]=2)[CH2:51][CH2:52]1. (8) Given the reactants [Cl:1][C:2]1[N:7]=[CH:6][C:5]([CH2:8][N:9]2[CH2:13][CH2:12][NH:11][C:10]2=[CH:14][C:15]#[N:16])=[CH:4][CH:3]=1.[CH:17](=[O:22])[CH2:18][CH2:19][CH:20]=O.Cl, predict the reaction product. The product is: [Cl:1][C:2]1[N:7]=[CH:6][C:5]([CH2:8][N:9]2[C:10]3=[C:14]([C:15]#[N:16])[CH:20]4[O:22][CH:17]([N:11]3[CH2:12][CH2:13]2)[CH2:18][CH2:19]4)=[CH:4][CH:3]=1.